The task is: Predict the reactants needed to synthesize the given product.. This data is from Full USPTO retrosynthesis dataset with 1.9M reactions from patents (1976-2016). (1) Given the product [O:16]1[C:17]2[CH:18]=[CH:19][C:20]([CH:7]3[C:8]4[C:13](=[CH:12][CH:11]=[CH:10][CH:9]=4)[C:14]4[CH:1]=[CH:2][CH:3]=[CH:4][C:5]=4[N:6]3[C:31]([C:27]3[O:26][CH:30]=[CH:29][CH:28]=3)=[O:32])=[CH:21][C:22]=2[O:23][CH2:15]1, predict the reactants needed to synthesize it. The reactants are: [CH:1]1[C:14]2[C:5](=[N:6][CH:7]=[C:8]3[C:13]=2[CH:12]=[CH:11][CH:10]=[CH:9]3)[CH:4]=[CH:3][CH:2]=1.[CH2:15]1[O:23][C:22]2[C:17](=[CH:18][CH:19]=[C-:20][CH:21]=2)[O:16]1.[Mg+2].[Br-].[O:26]1[CH:30]=[CH:29][CH:28]=[C:27]1[C:31](Cl)=[O:32]. (2) The reactants are: [C:1](Cl)(Cl)=[O:2].[CH3:5][O:6][C:7](=[O:15])[C:8]1[C:9](=[CH:11][CH:12]=[CH:13][CH:14]=1)[NH2:10]. Given the product [CH3:5][O:6][C:7]([C:8]1[CH:14]=[CH:13][CH:12]=[CH:11][C:9]=1[N:10]=[C:1]=[O:2])=[O:15], predict the reactants needed to synthesize it.